From a dataset of Merck oncology drug combination screen with 23,052 pairs across 39 cell lines. Regression. Given two drug SMILES strings and cell line genomic features, predict the synergy score measuring deviation from expected non-interaction effect. (1) Drug 1: Cn1c(=O)n(-c2ccc(C(C)(C)C#N)cc2)c2c3cc(-c4cnc5ccccc5c4)ccc3ncc21. Drug 2: CNC(=O)c1cc(Oc2ccc(NC(=O)Nc3ccc(Cl)c(C(F)(F)F)c3)cc2)ccn1. Cell line: NCIH23. Synergy scores: synergy=4.90. (2) Drug 1: CC(=O)OC1C(=O)C2(C)C(O)CC3OCC3(OC(C)=O)C2C(OC(=O)c2ccccc2)C2(O)CC(OC(=O)C(O)C(NC(=O)c3ccccc3)c3ccccc3)C(C)=C1C2(C)C. Drug 2: N#Cc1ccc(Cn2cncc2CN2CCN(c3cccc(Cl)c3)C(=O)C2)cc1. Cell line: KPL1. Synergy scores: synergy=-3.60. (3) Drug 1: Cn1nnc2c(C(N)=O)ncn2c1=O. Drug 2: CNC(=O)c1cc(Oc2ccc(NC(=O)Nc3ccc(Cl)c(C(F)(F)F)c3)cc2)ccn1. Cell line: UWB1289. Synergy scores: synergy=7.97.